Dataset: Full USPTO retrosynthesis dataset with 1.9M reactions from patents (1976-2016). Task: Predict the reactants needed to synthesize the given product. (1) Given the product [F:33][C:32]1[CH:31]=[C:30]2[C:26]([CH:27]=[N:28][NH:29]2)=[CH:25][C:24]=1[NH:23][C:19]([C:4]1[CH:5]([C:9]2[CH:14]=[CH:13][C:12]([C:15]([F:16])([F:18])[F:17])=[CH:11][CH:10]=2)[CH2:6][C:7](=[O:8])[N:2]([CH3:1])[C:3]=1[CH3:22])=[O:20], predict the reactants needed to synthesize it. The reactants are: [CH3:1][N:2]1[C:7](=[O:8])[CH2:6][CH:5]([C:9]2[CH:14]=[CH:13][C:12]([C:15]([F:18])([F:17])[F:16])=[CH:11][CH:10]=2)[C:4]([C:19](O)=[O:20])=[C:3]1[CH3:22].[NH2:23][C:24]1[CH:25]=[C:26]2[C:30](=[CH:31][C:32]=1[F:33])[NH:29][N:28]=[CH:27]2. (2) Given the product [N+:31]([C:26]1[CH:27]=[CH:28][CH:29]=[CH:30][C:25]=1[S:24][C:12]1[C:11]2[C:15](=[CH:16][C:8]([NH2:7])=[CH:9][CH:10]=2)[N:14]([CH2:17][C:18]2[CH:23]=[CH:22][CH:21]=[CH:20][N:19]=2)[CH:13]=1)([O-:33])=[O:32], predict the reactants needed to synthesize it. The reactants are: C(OC(=O)[NH:7][C:8]1[CH:16]=[C:15]2[C:11]([C:12]([S:24][C:25]3[CH:30]=[CH:29][CH:28]=[CH:27][C:26]=3[N+:31]([O-:33])=[O:32])=[CH:13][N:14]2[CH2:17][C:18]2[CH:23]=[CH:22][CH:21]=[CH:20][N:19]=2)=[CH:10][CH:9]=1)(C)(C)C.CCCCCCC.C(OCC)(=O)C.C(OCC)(=O)C. (3) Given the product [C:34]([C:37]1[N:42]=[C:41]([C:43]([NH:68][CH2:67][C:66]2[CH:69]=[CH:70][C:63]([F:62])=[CH:64][CH:65]=2)=[O:45])[C:40]([O:46][CH2:47][C:48]2[CH:53]=[CH:52][CH:51]=[CH:50][CH:49]=2)=[C:39]([O:54][CH2:55][C:56]2[CH:57]=[CH:58][CH:59]=[CH:60][CH:61]=2)[CH:38]=1)(=[O:36])[CH3:35], predict the reactants needed to synthesize it. The reactants are: C1CN([P+](ON2N=NC3C=CC=CC2=3)(N2CCCC2)N2CCCC2)CC1.F[P-](F)(F)(F)(F)F.[C:34]([C:37]1[N:42]=[C:41]([C:43]([OH:45])=O)[C:40]([O:46][CH2:47][C:48]2[CH:53]=[CH:52][CH:51]=[CH:50][CH:49]=2)=[C:39]([O:54][CH2:55][C:56]2[CH:61]=[CH:60][CH:59]=[CH:58][CH:57]=2)[CH:38]=1)(=[O:36])[CH3:35].[F:62][C:63]1[CH:70]=[CH:69][C:66]([CH2:67][NH2:68])=[CH:65][CH:64]=1.CCN(CC)CC. (4) Given the product [C:33]([NH:2][CH2:3][C:4]1[CH:5]=[CH:6][C:7]([C:10]2[O:14][C:13]([C:15]3[C:16]([F:22])=[CH:17][CH:18]=[CH:19][C:20]=3[F:21])=[N:12][C:11]=2[C:23]([NH2:25])=[O:24])=[CH:8][CH:9]=1)(=[O:40])[C:34]1[CH:39]=[CH:38][CH:37]=[CH:36][CH:35]=1, predict the reactants needed to synthesize it. The reactants are: Cl.[NH2:2][CH2:3][C:4]1[CH:9]=[CH:8][C:7]([C:10]2[O:14][C:13]([C:15]3[C:20]([F:21])=[CH:19][CH:18]=[CH:17][C:16]=3[F:22])=[N:12][C:11]=2[C:23]([NH2:25])=[O:24])=[CH:6][CH:5]=1.C(N(CC)CC)C.[C:33](Cl)(=[O:40])[C:34]1[CH:39]=[CH:38][CH:37]=[CH:36][CH:35]=1. (5) Given the product [CH:22]1([CH2:21][O:1][C:2]2[CH:7]=[C:6]([O:8][CH2:9][CH2:10][O:11][CH3:12])[CH:5]=[CH:4][C:3]=2/[CH:13]=[CH:14]/[C:15]([O:17][CH2:18][CH3:19])=[O:16])[CH2:27][CH2:26][CH2:25][CH2:24][CH2:23]1, predict the reactants needed to synthesize it. The reactants are: [OH:1][C:2]1[CH:7]=[C:6]([O:8][CH2:9][CH2:10][O:11][CH3:12])[CH:5]=[CH:4][C:3]=1/[CH:13]=[CH:14]/[C:15]([O:17][CH2:18][CH3:19])=[O:16].Br[CH2:21][CH:22]1[CH2:27][CH2:26][CH2:25][CH2:24][CH2:23]1.C(=O)([O-])[O-].[K+].[K+].[I-].[Na+]. (6) The reactants are: CCN(C(C)C)C(C)C.[CH2:10]([O:17][C:18]1[CH:23]=[CH:22][C:21]([CH2:24][CH:25]([NH:29][C:30]([O:32][C:33]([CH3:36])([CH3:35])[CH3:34])=[O:31])[C:26](O)=[O:27])=[CH:20][CH:19]=1)[C:11]1[CH:16]=[CH:15][CH:14]=[CH:13][CH:12]=1.F[P-](F)(F)(F)(F)F.N1(O[P+](N(C)C)(N(C)C)N(C)C)C2C=CC=CC=2N=N1.[CH3:64][O:65][NH:66][CH3:67].Cl. Given the product [C:33]([O:32][C:30](=[O:31])[NH:29][CH:25]([C:26](=[O:27])[N:66]([O:65][CH3:64])[CH3:67])[CH2:24][C:21]1[CH:22]=[CH:23][C:18]([O:17][CH2:10][C:11]2[CH:16]=[CH:15][CH:14]=[CH:13][CH:12]=2)=[CH:19][CH:20]=1)([CH3:35])([CH3:34])[CH3:36], predict the reactants needed to synthesize it. (7) Given the product [CH:3]([C:11]1[C:12]([CH:21]([CH3:23])[CH3:22])=[C:7]([CH:8]=[CH:9][N:10]=1)[C:6]([NH2:14])=[O:13])([CH3:4])[CH3:2], predict the reactants needed to synthesize it. The reactants are: C([Li])[CH2:2][CH2:3][CH3:4].[C:6]([N:14](C(C)C)C(C)C)(=[O:13])[C:7]1[CH:12]=[CH:11][N:10]=[CH:9][CH:8]=1.[CH:21](NC(C)C)([CH3:23])[CH3:22].C(NC(C)C)(C)C.[Li].[Li+].CC([N-]C(C)C)C.C(OCC)(=O)C1C=CN=CC=1.BrC(F)(F)C(F)(F)Br. (8) Given the product [CH3:29][S:26]([C:22]1[CH:21]=[C:20]([CH:25]=[CH:24][CH:23]=1)[CH2:19][N:14]1[CH2:13][CH2:12][CH:11]([NH:10][C:9]2[C:4]3[CH:3]=[C:2]([Cl:1])[S:17][C:5]=3[N:6]=[CH:7][N:8]=2)[CH2:16][CH2:15]1)(=[O:27])=[O:28], predict the reactants needed to synthesize it. The reactants are: [Cl:1][C:2]1[S:17][C:5]2[N:6]=[CH:7][N:8]=[C:9]([NH:10][CH:11]3[CH2:16][CH2:15][NH:14][CH2:13][CH2:12]3)[C:4]=2[CH:3]=1.Br[CH2:19][C:20]1[CH:25]=[CH:24][CH:23]=[C:22]([S:26]([CH3:29])(=[O:28])=[O:27])[CH:21]=1. (9) Given the product [Cl:1][C:2]1[C:3]([F:22])=[C:4]([CH:19]=[CH:20][CH:21]=1)[NH:5][C:6]1[C:15]2[C:10](=[CH:11][C:12]([O:17][CH3:18])=[C:13]([O:16][CH:26]3[CH2:27][CH2:28][N:24]([CH3:23])[CH2:25]3)[CH:14]=2)[N:9]=[CH:8][N:7]=1, predict the reactants needed to synthesize it. The reactants are: [Cl:1][C:2]1[C:3]([F:22])=[C:4]([CH:19]=[CH:20][CH:21]=1)[NH:5][C:6]1[C:15]2[C:10](=[CH:11][C:12]([O:17][CH3:18])=[C:13]([OH:16])[CH:14]=2)[N:9]=[CH:8][N:7]=1.[CH3:23][N:24]1[CH2:28][CH2:27][CH:26](O)[CH2:25]1.C1(P(C2C=CC=CC=2)C2C=CC=CC=2)C=CC=CC=1.